From a dataset of Catalyst prediction with 721,799 reactions and 888 catalyst types from USPTO. Predict which catalyst facilitates the given reaction. (1) Reactant: [C:1]([O:5][C:6]([N:8]1[CH2:13][CH2:12][CH:11]([C@H:14]([CH3:29])[CH2:15][CH2:16][O:17][C:18]2[CH:23]=[CH:22][C:21]([C:24]([O:26]C)=[O:25])=[C:20]([CH3:28])[CH:19]=2)[CH2:10][CH2:9]1)=[O:7])([CH3:4])([CH3:3])[CH3:2].O[Li].O. Product: [C:1]([O:5][C:6]([N:8]1[CH2:9][CH2:10][CH:11]([C@H:14]([CH3:29])[CH2:15][CH2:16][O:17][C:18]2[CH:23]=[CH:22][C:21]([C:24]([OH:26])=[O:25])=[C:20]([CH3:28])[CH:19]=2)[CH2:12][CH2:13]1)=[O:7])([CH3:3])([CH3:4])[CH3:2]. The catalyst class is: 24. (2) Reactant: [F:1][CH:2]([F:40])[C:3]1[N:7]([C:8]2[CH:13]=[C:12]([N:14]3[CH2:19][CH2:18][O:17][CH2:16][C@@H:15]3[CH3:20])[N:11]=[C:10]([NH:21][CH2:22][C@H:23]3[CH2:28][CH2:27][C@H:26]([NH:29][CH2:30][C:31]([CH3:34])([OH:33])[CH3:32])[CH2:25][CH2:24]3)[N:9]=2)[C:6]2[CH:35]=[C:36]([CH3:39])[CH:37]=[CH:38][C:5]=2[N:4]=1.N1([C:46](N2C=CN=C2)=[O:47])C=CN=C1.C(N(CC)CC)C.O. Product: [F:40][CH:2]([F:1])[C:3]1[N:7]([C:8]2[CH:13]=[C:12]([N:14]3[CH2:19][CH2:18][O:17][CH2:16][C@@H:15]3[CH3:20])[N:11]=[C:10]([NH:21][CH2:22][C@H:23]3[CH2:28][CH2:27][C@H:26]([N:29]4[CH2:30][C:31]([CH3:34])([CH3:32])[O:33][C:46]4=[O:47])[CH2:25][CH2:24]3)[N:9]=2)[C:6]2[CH:35]=[C:36]([CH3:39])[CH:37]=[CH:38][C:5]=2[N:4]=1. The catalyst class is: 7. (3) Product: [F:23][C:22]1[C:16]2[O:15][CH2:14][CH:13]([CH2:12][N:25]3[CH2:28][CH2:27][CH2:26]3)[O:18][C:17]=2[CH:19]=[C:20]([F:24])[CH:21]=1. The catalyst class is: 10. Reactant: CC1C=CC(S(O[CH2:12][CH:13]2[O:18][C:17]3[CH:19]=[C:20]([F:24])[CH:21]=[C:22]([F:23])[C:16]=3[O:15][CH2:14]2)(=O)=O)=CC=1.[NH:25]1[CH2:28][CH2:27][CH2:26]1.